Dataset: Catalyst prediction with 721,799 reactions and 888 catalyst types from USPTO. Task: Predict which catalyst facilitates the given reaction. (1) Reactant: [CH3:1][C@@:2]12[C@H:11]3[CH2:12][CH2:13][C@@:14]4([CH3:25])[C@H:18]([C@@H:10]3[CH2:9][CH:8]=[C:7]1[NH:6][C:5](=[O:26])[CH2:4][CH2:3]2)[CH2:17][CH:16]=[C:15]4[C:19]#[C:20][Si](C)(C)C. Product: [C:19]([C:15]1[C@@:14]2([CH3:25])[CH2:13][CH2:12][C@H:11]3[C@H:10]([C@@H:18]2[CH2:17][CH:16]=1)[CH2:9][CH:8]=[C:7]1[C@:2]3([CH3:1])[CH2:3][CH2:4][C:5](=[O:26])[NH:6]1)#[CH:20]. The catalyst class is: 5. (2) Reactant: [C:1]12([O:14][CH2:13][CH2:12][O:11]1)[C:9]1[CH:8]=[CH:7][CH:6]=[C:5](N)[C:4]=1[CH2:3][CH2:2]2.[C:15](O)(=O)C.C=O.[C:21]([BH3-])#[N:22].[Na+]. Product: [CH3:15][N:22]([CH3:21])[C:5]1[C:4]2[CH2:3][CH2:2][C:1]3([O:14][CH2:13][CH2:12][O:11]3)[C:9]=2[CH:8]=[CH:7][CH:6]=1. The catalyst class is: 9. (3) Reactant: [CH3:1][N:2]([CH2:45][CH2:46][N:47]1[CH2:51][CH2:50][CH2:49][C@H:48]1[C:52](O)=[O:53])[C:3](=[O:44])[C:4]1[CH:9]=[CH:8][CH:7]=[C:6]([C:10](=[O:43])[NH:11][C:12]2[CH:17]=[CH:16][C:15]([N:18]3[CH2:23][CH2:22][CH2:21][CH2:20][CH2:19]3)=[CH:14][C:13]=2[C:24]2[CH:29]=[C:28]([C:30](=[O:42])[NH:31][C@@H:32]3[C:41]4[C:36](=[CH:37][CH:38]=[CH:39][CH:40]=4)[CH2:35][CH2:34][CH2:33]3)[CH:27]=[CH:26][N:25]=2)[CH:5]=1.[CH3:55][NH:56][CH2:57][CH2:58][O:59][CH2:60][CH2:61][O:62][CH2:63][CH2:64][O:65][CH2:66][CH2:67][C:68]([O:70][C:71]([CH3:74])([CH3:73])[CH3:72])=[O:69].CCN(C(C)C)C(C)C.CN(C(ON1N=NC2C=CC=NC1=2)=[N+](C)C)C.F[P-](F)(F)(F)(F)F. Product: [CH3:55][N:56]([CH2:57][CH2:58][O:59][CH2:60][CH2:61][O:62][CH2:63][CH2:64][O:65][CH2:66][CH2:67][C:68]([O:70][C:71]([CH3:74])([CH3:73])[CH3:72])=[O:69])[C:52]([C@@H:48]1[CH2:49][CH2:50][CH2:51][N:47]1[CH2:46][CH2:45][N:2]([CH3:1])[C:3](=[O:44])[C:4]1[CH:9]=[CH:8][CH:7]=[C:6]([C:10](=[O:43])[NH:11][C:12]2[CH:17]=[CH:16][C:15]([N:18]3[CH2:19][CH2:20][CH2:21][CH2:22][CH2:23]3)=[CH:14][C:13]=2[C:24]2[CH:29]=[C:28]([C:30](=[O:42])[NH:31][C@@H:32]3[C:41]4[C:36](=[CH:37][CH:38]=[CH:39][CH:40]=4)[CH2:35][CH2:34][CH2:33]3)[CH:27]=[CH:26][N:25]=2)[CH:5]=1)=[O:53]. The catalyst class is: 39. (4) Reactant: [CH3:1][NH:2][C:3]1[C:4]([NH2:13])=[CH:5][C:6]([C:9]([F:12])([F:11])[F:10])=[CH:7][CH:8]=1.[CH3:14][C:15]1[CH:23]=[N:22][CH:21]=[CH:20][C:16]=1[C:17](O)=O.CCN=C=NCCCN(C)C.N1C=CC=CC=1. Product: [CH3:1][N:2]1[C:3]2[CH:8]=[CH:7][C:6]([C:9]([F:11])([F:10])[F:12])=[CH:5][C:4]=2[N:13]=[C:17]1[C:16]1[CH:20]=[CH:21][N:22]=[CH:23][C:15]=1[CH3:14]. The catalyst class is: 6. (5) Reactant: [CH:1]([N:4]1[C:8]([C:9]2[N:18]=[C:17]3[N:11]([CH2:12][CH2:13][O:14][C:15]4[CH:22]=[C:21]([N:23]5[CH2:26][CH2:25][C@@H:24]5[CH:27]5[CH2:32][CH2:31][CH2:30][NH:29][CH2:28]5)[CH:20]=[CH:19][C:16]=43)[CH:10]=2)=[N:7][C:6]([CH3:33])=[N:5]1)([CH3:3])[CH3:2].[H][H].[CH3:36][C:37]([CH3:39])=O. Product: [CH:1]([N:4]1[C:8]([C:9]2[N:18]=[C:17]3[C:16]4[CH:19]=[CH:20][C:21]([N:23]5[CH2:26][CH2:25][CH:24]5[C@@H:27]5[CH2:32][CH2:31][CH2:30][N:29]([CH:37]([CH3:39])[CH3:36])[CH2:28]5)=[CH:22][C:15]=4[O:14][CH2:13][CH2:12][N:11]3[CH:10]=2)=[N:7][C:6]([CH3:33])=[N:5]1)([CH3:3])[CH3:2]. The catalyst class is: 45.